Dataset: Reaction yield outcomes from USPTO patents with 853,638 reactions. Task: Predict the reaction yield, written as a fraction of the theoretical maximum amount of product (1.0 means a 100% yield; for example, 0.34 means a 34% yield). (1) The yield is 0.560. The reactants are [F:1][C:2]1([F:49])[CH2:7][C@H:6]([O:8][C:9]2[CH:14]=[C:13]([F:15])[C:12]([S:16]([N:19](CC3C=CC(OC)=CC=3OC)[C:20]3[CH:25]=[CH:24][N:23]=[CH:22][N:21]=3)(=[O:18])=[O:17])=[C:11]([F:37])[CH:10]=2)[C@@H:5]([C:38]2[CH:39]=[N:40][N:41](C3CCCCO3)[CH:42]=2)[CH2:4][CH2:3]1.C([SiH](CC)CC)C.FC(F)(F)C(O)=O.ClCCl. The product is [F:49][C:2]1([F:1])[CH2:7][C@H:6]([O:8][C:9]2[CH:14]=[C:13]([F:15])[C:12]([S:16]([NH:19][C:20]3[CH:25]=[CH:24][N:23]=[CH:22][N:21]=3)(=[O:17])=[O:18])=[C:11]([F:37])[CH:10]=2)[C@@H:5]([C:38]2[CH:42]=[N:41][NH:40][CH:39]=2)[CH2:4][CH2:3]1. The catalyst is CO. (2) The reactants are [C:1]1([C:7]2[C:8]([C:18]([O:20][CH3:21])=[O:19])=[CH:9][NH:10][C:11]=2[C:12]2[CH:17]=[CH:16][CH:15]=[CH:14][CH:13]=2)[CH:6]=[CH:5][CH:4]=[CH:3][CH:2]=1.[H-].[Na+].[C:24]1([S:30](Cl)(=[O:32])=[O:31])[CH:29]=[CH:28][CH:27]=[CH:26][CH:25]=1. No catalyst specified. The product is [C:1]1([C:7]2[C:8]([C:18]([O:20][CH3:21])=[O:19])=[CH:9][N:10]([S:30]([C:24]3[CH:29]=[CH:28][CH:27]=[CH:26][CH:25]=3)(=[O:32])=[O:31])[C:11]=2[C:12]2[CH:13]=[CH:14][CH:15]=[CH:16][CH:17]=2)[CH:2]=[CH:3][CH:4]=[CH:5][CH:6]=1. The yield is 0.790. (3) The reactants are [Cl:1][C:2]1[C:3]([C:26]2[N:30]3[CH:31]=[CH:32][CH:33]=[CH:34][C:29]3=[N:28][CH:27]=2)=[N:4][C:5]([NH:8][C:9]2[CH:14]=[CH:13][C:12]([C:15]([N:17]3[CH2:22][C@@H:21]4[CH2:23][C@H:18]3[CH2:19][NH:20]4)=[O:16])=[CH:11][C:10]=2[O:24][CH3:25])=[N:6][CH:7]=1.[CH3:35]N1CC2CC1CN2.CN(C(ON1N=NC2C=CC=NC1=2)=[N+](C)C)C.F[P-](F)(F)(F)(F)F.C(N(CC)C(C)C)(C)C. The catalyst is CN(C=O)C. The product is [Cl:1][C:2]1[C:3]([C:26]2[N:30]3[CH:31]=[CH:32][CH:33]=[CH:34][C:29]3=[N:28][CH:27]=2)=[N:4][C:5]([NH:8][C:9]2[CH:14]=[CH:13][C:12]([C:15]([N:17]3[CH2:22][C@@H:21]4[CH2:23][C@H:18]3[CH2:19][N:20]4[CH3:35])=[O:16])=[CH:11][C:10]=2[O:24][CH3:25])=[N:6][CH:7]=1. The yield is 0.420. (4) The reactants are [OH-].[Na+].Cl.Cl.[CH:5]([N:8]1[CH2:13][CH2:12][NH:11][CH2:10][CH2:9]1)([CH3:7])[CH3:6].[CH:14]([C:16]1[CH:24]=[CH:23][C:19]([C:20](Cl)=[O:21])=[CH:18][CH:17]=1)=[O:15]. The catalyst is O.C1(C)C=CC=CC=1. The product is [CH:5]([N:8]1[CH2:13][CH2:12][N:11]([C:14]([C:16]2[CH:24]=[CH:23][C:19]([CH:20]=[O:21])=[CH:18][CH:17]=2)=[O:15])[CH2:10][CH2:9]1)([CH3:7])[CH3:6]. The yield is 1.01.